The task is: Predict the reaction yield, written as a fraction of the theoretical maximum amount of product (1.0 means a 100% yield; for example, 0.34 means a 34% yield).. This data is from Reaction yield outcomes from USPTO patents with 853,638 reactions. (1) The reactants are [CH3:1][C:2]1[N:3]=[CH:4][O:5][C:6]=1[C:7]([OH:9])=O.O1CCCC1.C(Cl)(=O)C(Cl)=O.[NH2:21][C:22]1[CH:23]=[C:24]([CH:41]=[CH:42][C:43]=1[F:44])[O:25][C:26]1[CH:27]=[CH:28][C:29]2[N:30]([CH:32]=[C:33]([NH:35][C:36]([CH:38]3[CH2:40][CH2:39]3)=[O:37])[N:34]=2)[N:31]=1. The catalyst is CN(C)C=O.CN(C)C(=O)C. The product is [CH:38]1([C:36]([NH:35][C:33]2[N:34]=[C:29]3[CH:28]=[CH:27][C:26]([O:25][C:24]4[CH:41]=[CH:42][C:43]([F:44])=[C:22]([NH:21][C:7]([C:6]5[O:5][CH:4]=[N:3][C:2]=5[CH3:1])=[O:9])[CH:23]=4)=[N:31][N:30]3[CH:32]=2)=[O:37])[CH2:39][CH2:40]1. The yield is 0.840. (2) The reactants are Cl[C:2]1[CH:10]=[CH:9][C:8]([S:11]([CH3:14])(=[O:13])=[O:12])=[CH:7][C:3]=1[C:4]([OH:6])=[O:5].[NH:15]1[CH2:20][CH2:19][O:18][CH2:17][CH2:16]1. No catalyst specified. The product is [CH3:14][S:11]([C:8]1[CH:9]=[CH:10][C:2]([N:15]2[CH2:20][CH2:19][O:18][CH2:17][CH2:16]2)=[C:3]([CH:7]=1)[C:4]([OH:6])=[O:5])(=[O:13])=[O:12]. The yield is 0.580. (3) The reactants are [C:1]([C:5]1([CH2:10][O:11][C:12]2[CH:17]=[CH:16][C:15]([C:18]([C:23]3[O:24][C:25]4[CH:31]=[CH:30][C:29]([C:32](O)=[O:33])=[CH:28][C:26]=4[CH:27]=3)([CH2:21][CH3:22])[CH2:19][CH3:20])=[CH:14][C:13]=2[CH3:35])[O:9][CH2:8][CH2:7][O:6]1)([CH3:4])([CH3:3])[CH3:2].C(Cl)CCl.Cl.C[O:42][C:43](=[O:46])[CH2:44][NH2:45]. The catalyst is CN(C1C=CN=CC=1)C. The product is [C:1]([C:5]1([CH2:10][O:11][C:12]2[CH:17]=[CH:16][C:15]([C:18]([C:23]3[O:24][C:25]4[CH:31]=[CH:30][C:29]([C:32]([NH:45][CH2:44][C:43]([OH:46])=[O:42])=[O:33])=[CH:28][C:26]=4[CH:27]=3)([CH2:19][CH3:20])[CH2:21][CH3:22])=[CH:14][C:13]=2[CH3:35])[O:9][CH2:8][CH2:7][O:6]1)([CH3:4])([CH3:3])[CH3:2]. The yield is 0.900. (4) The reactants are [C:1]([O:5][C:6]([NH:8][C@H:9]([CH2:29][C:30]1[CH:35]=[C:34]([F:36])[C:33]([F:37])=[CH:32][C:31]=1[F:38])[CH2:10][C:11]([N:13]1[CH2:18][CH2:17][N:16]2[C:19]([C:25]([F:28])([F:27])[F:26])=[N:20][C:21]([C:22](O)=[O:23])=[C:15]2[CH2:14]1)=[O:12])=[O:7])([CH3:4])([CH3:3])[CH3:2].[NH:39]1[CH2:44][CH2:43][NH:42][CH2:41][C:40]1=[O:45].O=C1N([ClH]P([ClH]N2CCOC2=O)=O)CCO1.C(N(CC)CC)C. The catalyst is CN(C)C=O.ClCCl. The product is [C:1]([O:5][C:6](=[O:7])[NH:8][C@H:9]([CH2:29][C:30]1[CH:35]=[C:34]([F:36])[C:33]([F:37])=[CH:32][C:31]=1[F:38])[CH2:10][C:11](=[O:12])[N:13]1[CH2:18][CH2:17][N:16]2[C:19]([C:25]([F:28])([F:26])[F:27])=[N:20][C:21]([C:22]([N:42]3[CH2:43][CH2:44][NH:39][C:40](=[O:45])[CH2:41]3)=[O:23])=[C:15]2[CH2:14]1)([CH3:2])([CH3:3])[CH3:4]. The yield is 0.820. (5) The reactants are [F:1][C:2]1[C:7]([F:8])=[CH:6][CH:5]=[CH:4][C:3]=1[N:9]1[C:17]2[CH:16]=[CH:15][N:14]=[CH:13][C:12]=2[N:11]=[C:10]1[C:18]1[C:19]([NH2:24])=[N:20][CH:21]=[CH:22][CH:23]=1.[Br:25]N1C(=O)CCC1=O.C([O-])(O)=O.[Na+]. The catalyst is C(#N)C. The product is [Br:25][C:22]1[CH:23]=[C:18]([C:10]2[N:9]([C:3]3[CH:4]=[CH:5][CH:6]=[C:7]([F:8])[C:2]=3[F:1])[C:17]3[CH:16]=[CH:15][N:14]=[CH:13][C:12]=3[N:11]=2)[C:19]([NH2:24])=[N:20][CH:21]=1. The yield is 0.750. (6) The reactants are C([O-])([O-])=O.[K+].[K+].[OH:7][C:8]1[CH:13]=[CH:12][C:11]([CH2:14][CH2:15][CH:16]([CH2:21][CH2:22][CH2:23][C:24]2[CH:29]=[CH:28][CH:27]=[CH:26][CH:25]=2)[C:17]([O:19][CH3:20])=[O:18])=[CH:10][CH:9]=1.F[C:31]1[CH:32]=[C:33]([CH:36]=[CH:37][CH:38]=1)[C:34]#[N:35].O. The catalyst is CN(C=O)C. The product is [C:34]([C:33]1[CH:32]=[C:31]([CH:38]=[CH:37][CH:36]=1)[O:7][C:8]1[CH:9]=[CH:10][C:11]([CH2:14][CH2:15][CH:16]([CH2:21][CH2:22][CH2:23][C:24]2[CH:25]=[CH:26][CH:27]=[CH:28][CH:29]=2)[C:17]([O:19][CH3:20])=[O:18])=[CH:12][CH:13]=1)#[N:35]. The yield is 0.430. (7) The reactants are S(Cl)(Cl)=O.[N+:5]([C:8]1[C:9]([C:13]([OH:15])=[O:14])=[N:10][NH:11][CH:12]=1)([O-:7])=[O:6].[CH3:16][CH2:17]O. No catalyst specified. The product is [CH2:16]([O:14][C:13]([C:9]1[C:8]([N+:5]([O-:7])=[O:6])=[CH:12][NH:11][N:10]=1)=[O:15])[CH3:17]. The yield is 0.960.